Dataset: Full USPTO retrosynthesis dataset with 1.9M reactions from patents (1976-2016). Task: Predict the reactants needed to synthesize the given product. (1) Given the product [C:1]([O:5][C:6]([NH:8][C@H:9]([CH3:16])/[CH:10]=[CH:11]/[C:12]([O:14][CH3:15])=[O:13])=[O:7])([CH3:4])([CH3:3])[CH3:2], predict the reactants needed to synthesize it. The reactants are: [C:1]([O:5][C:6]([NH:8][C@@H:9]([CH3:16])/[CH:10]=[CH:11]/[C:12]([O:14][CH3:15])=[O:13])=[O:7])([CH3:4])([CH3:3])[CH3:2].C(OC(N[C@H](C)C(N(OC)C)=O)=O)(C)(C)C. (2) Given the product [CH3:1][O:2][C:3]([C:5]1[CH:14]=[CH:13][C:12]2[C:7](=[CH:8][CH:9]=[CH:10][CH:11]=2)[C:6]=1[CH:11]=[CH:10][CH2:9][CH2:8][C:7]1[CH:12]=[CH:13][CH:14]=[CH:5][CH:6]=1)=[O:4], predict the reactants needed to synthesize it. The reactants are: [CH3:1][O:2][C:3]([C:5]1[CH:14]=[CH:13][C:12]2[C:7](=[CH:8][CH:9]=[CH:10][CH:11]=2)[C:6]=1Br)=[O:4]. (3) Given the product [Cl:24][C:25]1[CH:26]=[C:27]([CH:40]=[C:41]([Cl:43])[CH:42]=1)[O:28][C:29]1[N:34]=[CH:33][C:32]([C:9]2[CH:21]=[CH:20][C:12]([C:13]([NH:15][S:16]([CH3:19])(=[O:18])=[O:17])=[O:14])=[CH:11][C:10]=2[O:22][CH3:23])=[CH:31][C:30]=1[CH:38]=[O:39], predict the reactants needed to synthesize it. The reactants are: ClC1C=C([C:9]2[CH:21]=[CH:20][C:12]([C:13]([NH:15][S:16]([CH3:19])(=[O:18])=[O:17])=[O:14])=[CH:11][C:10]=2[O:22][CH3:23])C=NC=1F.[Cl:24][C:25]1[CH:26]=[C:27]([CH:40]=[C:41]([Cl:43])[CH:42]=1)[O:28][C:29]1[N:34]=[CH:33][C:32](B(O)O)=[CH:31][C:30]=1[CH:38]=[O:39].C([O-])([O-])=O.[Na+].[Na+]. (4) Given the product [CH:36]1([NH:42][C:43]([N:4]2[CH2:5][CH2:6][N:1]([C:7]3[CH:8]=[CH:9][C:10]([NH:13][C:14]([C:16]4[O:17][C:18]5[C:23]([C:24](=[O:26])[CH:25]=4)=[CH:22][C:21]([O:27][CH3:28])=[CH:20][C:19]=5[N:29]4[CH2:30][CH2:31][N:32]([CH3:35])[CH2:33][CH2:34]4)=[O:15])=[CH:11][CH:12]=3)[CH2:2][CH2:3]2)=[O:44])[CH2:41][CH2:40][CH2:39][CH2:38][CH2:37]1, predict the reactants needed to synthesize it. The reactants are: [N:1]1([C:7]2[CH:12]=[CH:11][C:10]([NH:13][C:14]([C:16]3[O:17][C:18]4[C:23]([C:24](=[O:26])[CH:25]=3)=[CH:22][C:21]([O:27][CH3:28])=[CH:20][C:19]=4[N:29]3[CH2:34][CH2:33][N:32]([CH3:35])[CH2:31][CH2:30]3)=[O:15])=[CH:9][CH:8]=2)[CH2:6][CH2:5][NH:4][CH2:3][CH2:2]1.[CH:36]1([N:42]=[C:43]=[O:44])[CH2:41][CH2:40][CH2:39][CH2:38][CH2:37]1. (5) Given the product [CH:33]([C:10]1[CH:11]=[CH:12][C:13]2[C:14]([CH2:18][CH2:19][CH:20]3[CH2:25][CH2:24][N:23]([C:26]([O:28][C:29]([CH3:32])([CH3:31])[CH3:30])=[O:27])[CH2:22][CH2:21]3)=[N:15][O:16][C:17]=2[C:9]=1[CH2:8][O:7][CH:2]1[CH2:3][CH2:4][CH2:5][CH2:6][O:1]1)=[O:36], predict the reactants needed to synthesize it. The reactants are: [O:1]1[CH2:6][CH2:5][CH2:4][CH2:3][CH:2]1[O:7][CH2:8][C:9]1[C:17]2[O:16][N:15]=[C:14]([CH2:18][CH2:19][CH:20]3[CH2:25][CH2:24][N:23]([C:26]([O:28][C:29]([CH3:32])([CH3:31])[CH3:30])=[O:27])[CH2:22][CH2:21]3)[C:13]=2[CH:12]=[CH:11][C:10]=1[CH:33]=C.I([O-])(=O)(=O)=[O:36].[Na+].C(OCC)(=O)C. (6) Given the product [C:8]([C:12]1[CH:38]=[CH:37][C:15]([CH2:16][O:17][C:18]2[CH:19]=[C:20]([CH:34]=[CH:35][CH:36]=2)[C:21]([NH:23][C:24]2[CH:29]=[CH:28][CH:27]=[CH:26][C:25]=2[S:30]([NH:31][C:1](=[O:6])[C:2]([CH3:5])([CH3:4])[CH3:3])(=[O:32])=[O:33])=[O:22])=[CH:14][CH:13]=1)([CH3:11])([CH3:9])[CH3:10], predict the reactants needed to synthesize it. The reactants are: [C:1](Cl)(=[O:6])[C:2]([CH3:5])([CH3:4])[CH3:3].[C:8]([C:12]1[CH:38]=[CH:37][C:15]([CH2:16][O:17][C:18]2[CH:19]=[C:20]([CH:34]=[CH:35][CH:36]=2)[C:21]([NH:23][C:24]2[CH:29]=[CH:28][CH:27]=[CH:26][C:25]=2[S:30](=[O:33])(=[O:32])[NH2:31])=[O:22])=[CH:14][CH:13]=1)([CH3:11])([CH3:10])[CH3:9]. (7) The reactants are: [NH2:1][C:2]1[CH:7]=[C:6]([NH2:8])[CH:5]=[CH:4][N:3]=1.O.N1C2C(=CC=C3C=2N=CC=C3)C=CC=1.[C:24](#[N:31])[C:25]1[CH:30]=[CH:29][CH:28]=[CH:27][CH:26]=1. Given the product [NH2:8][C:6]1[CH:5]=[CH:4][N:3]2[N:31]=[C:24]([C:25]3[CH:30]=[CH:29][CH:28]=[CH:27][CH:26]=3)[N:1]=[C:2]2[CH:7]=1, predict the reactants needed to synthesize it. (8) Given the product [Br:22][CH2:8][C:6]1[CH:5]=[C:4]([F:10])[C:3]([O:11][Si:12]([CH:19]([CH3:21])[CH3:20])([CH:16]([CH3:18])[CH3:17])[CH:13]([CH3:15])[CH3:14])=[C:2]([F:1])[CH:7]=1, predict the reactants needed to synthesize it. The reactants are: [F:1][C:2]1[CH:7]=[C:6]([CH2:8]O)[CH:5]=[C:4]([F:10])[C:3]=1[O:11][Si:12]([CH:19]([CH3:21])[CH3:20])([CH:16]([CH3:18])[CH3:17])[CH:13]([CH3:15])[CH3:14].[Br:22]C(Br)(Br)Br.C1(P(C2C=CC=CC=2)C2C=CC=CC=2)C=CC=CC=1. (9) Given the product [OH:2][C:3]1[CH:14]=[CH:13][C:6]2[C:7](=[O:12])[NH:8][CH2:9][CH2:10][CH2:11][C:5]=2[CH:4]=1, predict the reactants needed to synthesize it. The reactants are: C[O:2][C:3]1[CH:14]=[CH:13][C:6]2[C:7](=[O:12])[NH:8][CH2:9][CH2:10][CH2:11][C:5]=2[CH:4]=1.B(Br)(Br)Br. (10) Given the product [Cl:8][C:4]1[CH:5]=[CH:6][CH:7]=[C:2]([Cl:1])[C:3]=1[C:9]1[CH:18]=[CH:17][C:16]2[C:11](=[CH:12][CH:13]=[C:14]([CH2:19][CH:20]([NH:25][C:26]3[C:29](=[O:30])[C:28](=[O:31])[C:27]=3[NH:39][CH2:36][CH2:37][CH3:38])[C:21]([O:23][CH3:24])=[O:22])[CH:15]=2)[N:10]=1, predict the reactants needed to synthesize it. The reactants are: [Cl:1][C:2]1[CH:7]=[CH:6][CH:5]=[C:4]([Cl:8])[C:3]=1[C:9]1[CH:18]=[CH:17][C:16]2[C:11](=[CH:12][CH:13]=[C:14]([CH2:19][CH:20]([NH:25][C:26]3[C:29](=[O:30])[C:28](=[O:31])[C:27]=3OC(C)C)[C:21]([O:23][CH3:24])=[O:22])[CH:15]=2)[N:10]=1.[CH2:36]([NH2:39])[CH2:37][CH3:38].CN(C=O)C.